This data is from Catalyst prediction with 721,799 reactions and 888 catalyst types from USPTO. The task is: Predict which catalyst facilitates the given reaction. (1) Reactant: [N+:1]([C:4]1[CH:5]=[C:6]([CH:10]=[CH:11][CH:12]=1)[C:7](Cl)=[O:8])([O-:3])=[O:2].[CH3:13][N:14]([CH3:18])[CH2:15][CH2:16][NH2:17]. Product: [CH3:13][N:14]([CH3:18])[CH2:15][CH2:16][NH:17][C:7](=[O:8])[C:6]1[CH:10]=[CH:11][CH:12]=[C:4]([N+:1]([O-:3])=[O:2])[CH:5]=1. The catalyst class is: 2. (2) Product: [CH2:24]([C:18]1[C:19](=[O:20])[N:6]2[N:5]=[CH:4][C:3]([N:7]3[CH:11]=[C:10]([C:12]([O:14][CH3:15])=[O:13])[N:9]=[CH:8]3)=[C:2]2[NH:1][C:16]=1[CH3:17])[CH3:25]. The catalyst class is: 15. Reactant: [NH2:1][C:2]1[NH:6][N:5]=[CH:4][C:3]=1[N:7]1[CH:11]=[C:10]([C:12]([O:14][CH3:15])=[O:13])[N:9]=[CH:8]1.[CH2:16]([CH:18]([C:24](=O)[CH3:25])[C:19](OCC)=[O:20])[CH3:17].